Dataset: Full USPTO retrosynthesis dataset with 1.9M reactions from patents (1976-2016). Task: Predict the reactants needed to synthesize the given product. Given the product [CH3:1][O:2][C:3]([C@:5]1([CH3:18])[CH2:9][C@H:8]([NH:10][C:30]([C:21]2[CH:22]=[CH:23][C:24]3[C:29](=[CH:28][CH:27]=[CH:26][CH:25]=3)[C:20]=2[OH:19])=[O:31])[CH2:7][N:6]1[CH2:11][CH:12]1[CH2:17][CH2:16][CH2:15][CH2:14][CH2:13]1)=[O:4], predict the reactants needed to synthesize it. The reactants are: [CH3:1][O:2][C:3]([C@:5]1([CH3:18])[CH2:9][C@H:8]([NH2:10])[CH2:7][N:6]1[CH2:11][CH:12]1[CH2:17][CH2:16][CH2:15][CH2:14][CH2:13]1)=[O:4].[OH:19][C:20]1[C:29]2[C:24](=[CH:25][CH:26]=[CH:27][CH:28]=2)[CH:23]=[CH:22][C:21]=1[C:30](O)=[O:31].